Dataset: Full USPTO retrosynthesis dataset with 1.9M reactions from patents (1976-2016). Task: Predict the reactants needed to synthesize the given product. (1) Given the product [OH:20][C:21]1[CH:26]=[CH:25][CH:24]=[CH:23][C:22]=1[C:2]1[CH:7]=[CH:6][C:5]([N:8]2[C:16]3[C:15](=[O:17])[NH:14][C:13](=[O:18])[NH:12][C:11]=3[CH:10]=[CH:9]2)=[CH:4][CH:3]=1, predict the reactants needed to synthesize it. The reactants are: Br[C:2]1[CH:7]=[CH:6][C:5]([N:8]2[C:16]3[C:15](=[O:17])[NH:14][C:13](=[O:18])[NH:12][C:11]=3[CH:10]=[CH:9]2)=[CH:4][CH:3]=1.O.[OH:20][C:21]1[CH:26]=[CH:25][CH:24]=[CH:23][C:22]=1B(O)O.C(=O)([O-])[O-].[Cs+].[Cs+]. (2) Given the product [CH2:1]([O:3][C:4]([C:6]1[N:7]([C:25]2[CH:26]=[CH:27][C:22]([O:21][CH:18]([CH3:20])[CH3:19])=[CH:23][CH:24]=2)[C:8]2[C:13]([C:14]=1[CH2:15][CH3:16])=[CH:12][C:11]([Br:17])=[CH:10][CH:9]=2)=[O:5])[CH3:2], predict the reactants needed to synthesize it. The reactants are: [CH2:1]([O:3][C:4]([C:6]1[NH:7][C:8]2[C:13]([C:14]=1[CH2:15][CH3:16])=[CH:12][C:11]([Br:17])=[CH:10][CH:9]=2)=[O:5])[CH3:2].[CH:18]([O:21][C:22]1[CH:27]=[CH:26][C:25](B(O)O)=[CH:24][CH:23]=1)([CH3:20])[CH3:19]. (3) The reactants are: [Br:1][C:2]1[CH:3]=[C:4]([N:8]2[C:16]3[C:11](=[CH:12][C:13](I)=[CH:14][CH:15]=3)[C:10]([C:18]([O:20][CH3:21])=[O:19])=[N:9]2)[CH:5]=[CH:6][CH:7]=1.[CH3:22][N:23]1[CH:27]=[CH:26][C:25](B2OC(C)(C)C(C)(C)O2)=[N:24]1.[Cl-].[Li+].C(=O)([O-])[O-].[Na+].[Na+]. Given the product [Br:1][C:2]1[CH:3]=[C:4]([N:8]2[C:16]3[C:11](=[CH:12][C:13]([C:25]4[CH:26]=[CH:27][N:23]([CH3:22])[N:24]=4)=[CH:14][CH:15]=3)[C:10]([C:18]([O:20][CH3:21])=[O:19])=[N:9]2)[CH:5]=[CH:6][CH:7]=1, predict the reactants needed to synthesize it. (4) Given the product [N+:10]([C:8]1[CH:9]=[C:4]([NH2:1])[CH:5]=[C:6]([N:13]2[CH:14]=[CH:15][CH:16]=[CH:17]2)[CH:7]=1)([O-:12])=[O:11], predict the reactants needed to synthesize it. The reactants are: [N+:1]([C:4]1[CH:5]=[C:6]([N:13]2[CH:17]=[CH:16][CH:15]=[CH:14]2)[CH:7]=[C:8]([N+:10]([O-:12])=[O:11])[CH:9]=1)([O-])=O.N1C=CC=CC=1.[NH4+]=S. (5) Given the product [CH3:20][C:21]1[N:22]=[CH:23][S:24][C:25]=1[C:26]([N:7]([CH2:8][C:9]1[C:18]2[C:13](=[CH:14][CH:15]=[CH:16][CH:17]=2)[NH:12][C:11](=[O:19])[CH:10]=1)[C:1]1[CH:2]=[CH:3][CH:4]=[CH:5][CH:6]=1)=[O:27], predict the reactants needed to synthesize it. The reactants are: [C:1]1([NH:7][CH2:8][C:9]2[C:18]3[C:13](=[CH:14][CH:15]=[CH:16][CH:17]=3)[NH:12][C:11](=[O:19])[CH:10]=2)[CH:6]=[CH:5][CH:4]=[CH:3][CH:2]=1.[CH3:20][C:21]1[N:22]=[CH:23][S:24][C:25]=1[C:26](O)=[O:27]. (6) The reactants are: [CH3:1][O:2][C:3]1[CH:19]=[C:18]([O:20][CH3:21])[CH:17]=[CH:16][C:4]=1[C:5]([CH:7]1[CH2:14][C:10]2[S:11][CH:12]=[CH:13][C:9]=2[C:8]1=O)=O.O.[NH2:23][NH2:24].C(O)(=O)C. Given the product [CH3:1][O:2][C:3]1[CH:19]=[C:18]([O:20][CH3:21])[CH:17]=[CH:16][C:4]=1[C:5]1[C:7]2[CH2:14][C:10]3[S:11][CH:12]=[CH:13][C:9]=3[C:8]=2[NH:24][N:23]=1, predict the reactants needed to synthesize it. (7) Given the product [CH3:37][C:34]1[CH:33]=[C:32]([C:28]2[CH:27]=[C:26]([C:24]3[CH2:23][C:22](=[O:38])[NH:21][C:9]4[CH:10]=[C:11]([C:19]#[N:20])[C:12]([N:14]5[CH2:18][CH2:17][CH2:16][CH2:15]5)=[CH:13][C:8]=4[N:7]=3)[CH:31]=[CH:30][CH:29]=2)[O:36][N:35]=1, predict the reactants needed to synthesize it. The reactants are: C(OC(=O)[NH:7][C:8]1[CH:13]=[C:12]([N:14]2[CH2:18][CH2:17][CH2:16][CH2:15]2)[C:11]([C:19]#[N:20])=[CH:10][C:9]=1[NH:21][C:22](=[O:38])[CH2:23][C:24]([C:26]1[CH:31]=[CH:30][CH:29]=[C:28]([C:32]2[O:36][N:35]=[C:34]([CH3:37])[CH:33]=2)[CH:27]=1)=O)(C)(C)C.C(O)(C(F)(F)F)=O.